Dataset: Full USPTO retrosynthesis dataset with 1.9M reactions from patents (1976-2016). Task: Predict the reactants needed to synthesize the given product. (1) Given the product [S:9]([C:13]1[CH:14]=[CH:15][C:16]([NH:19][N:20]=[CH:6][C:2]2[S:1][CH:5]=[CH:4][CH:3]=2)=[CH:17][CH:18]=1)(=[O:12])(=[O:11])[NH2:10], predict the reactants needed to synthesize it. The reactants are: [S:1]1[CH:5]=[CH:4][CH:3]=[C:2]1[CH:6]=O.Cl.[S:9]([C:13]1[CH:18]=[CH:17][C:16]([NH:19][NH2:20])=[CH:15][CH:14]=1)(=[O:12])(=[O:11])[NH2:10]. (2) Given the product [CH2:1]([O:5][CH:6]1[CH2:11][CH2:10][N:9]([C:12]2[CH:13]=[CH:14][C:15]([C:16]([NH:18][NH:19][C:43]([C:42]3[CH:31]=[CH:30][C:29]([C:28]([O:34][CH3:35])=[O:38])=[CH:40][CH:41]=3)=[O:39])=[O:17])=[CH:20][CH:21]=2)[CH2:8][CH2:7]1)[CH2:2][CH2:3][CH3:4], predict the reactants needed to synthesize it. The reactants are: [CH2:1]([O:5][CH:6]1[CH2:11][CH2:10][N:9]([C:12]2[CH:21]=[CH:20][C:15]([C:16]([NH:18][NH2:19])=[O:17])=[CH:14][CH:13]=2)[CH2:8][CH2:7]1)[CH2:2][CH2:3][CH3:4].N1C=CC=CC=1.[C:28]1([O:34][C:35](Cl)=O)C=C[CH:31]=[CH:30][CH:29]=1.[OH2:38].[O:39]1[CH2:43][CH2:42][CH2:41][CH2:40]1. (3) The reactants are: [Br:1][C:2]1[CH:3]=[C:4]([CH:6]=[CH:7][CH:8]=1)[NH2:5].C(N(CC)CC)C.Cl[C:17](=[O:23])[C:18]([O:20][CH2:21][CH3:22])=[O:19]. Given the product [CH2:21]([O:20][C:18](=[O:19])[C:17]([NH:5][C:4]1[CH:6]=[CH:7][CH:8]=[C:2]([Br:1])[CH:3]=1)=[O:23])[CH3:22], predict the reactants needed to synthesize it. (4) Given the product [Cl:26][C:27]1[CH:28]=[CH:29][C:30]([O:31][P:32]([NH:46][CH2:47][C:48]([O:50][CH:51]([CH3:52])[CH3:53])=[O:49])([O:10][CH2:9][C@@H:6]2[C@@H:7]([OH:8])[C@@:3]([C:1]#[CH:2])([OH:19])[C@H:4]([N:11]3[CH:16]=[CH:15][C:14](=[O:17])[NH:13][C:12]3=[O:18])[O:5]2)=[O:33])=[CH:54][CH:55]=1, predict the reactants needed to synthesize it. The reactants are: [C:1]([C@@:3]1([OH:19])[C@H:7]([OH:8])[C@@H:6]([CH2:9][OH:10])[O:5][C@H:4]1[N:11]1[CH:16]=[CH:15][C:14](=[O:17])[NH:13][C:12]1=[O:18])#[CH:2].C([Mg]Cl)(C)(C)C.[Cl:26][C:27]1[CH:55]=[CH:54][C:30]([O:31][P:32]([NH:46][CH2:47][C:48]([O:50][CH:51]([CH3:53])[CH3:52])=[O:49])(OC2C(F)=C(F)C(F)=C(F)C=2F)=[O:33])=[CH:29][CH:28]=1.